Dataset: Forward reaction prediction with 1.9M reactions from USPTO patents (1976-2016). Task: Predict the product of the given reaction. (1) Given the reactants Br[C:2]1[CH:3]=[C:4]([O:8][C:9]2[CH:14]=[C:13]([CH3:15])[N:12]=[C:11]([C:16]([O:18][CH3:19])=[O:17])[CH:10]=2)[CH:5]=[N:6][CH:7]=1.[CH3:20][N:21](C=O)C, predict the reaction product. The product is: [C:20]([C:2]1[CH:3]=[C:4]([O:8][C:9]2[CH:14]=[C:13]([CH3:15])[N:12]=[C:11]([C:16]([O:18][CH3:19])=[O:17])[CH:10]=2)[CH:5]=[N:6][CH:7]=1)#[N:21]. (2) Given the reactants [CH2:1]([O:3][C:4](=[O:31])[CH2:5][C:6]1[CH:11]=[CH:10][C:9]([O:12][CH3:13])=[C:8]([C:14]2[CH:22]=[CH:21][C:20]([F:23])=[C:19]3[C:15]=2[CH2:16][N:17](CC2C=CC=CC=2)[CH2:18]3)[CH:7]=1)[CH3:2], predict the reaction product. The product is: [CH2:1]([O:3][C:4](=[O:31])[CH2:5][C:6]1[CH:11]=[CH:10][C:9]([O:12][CH3:13])=[C:8]([C:14]2[CH:22]=[CH:21][C:20]([F:23])=[C:19]3[C:15]=2[CH2:16][NH:17][CH2:18]3)[CH:7]=1)[CH3:2]. (3) Given the reactants CS([O:5][CH:6]1[CH2:9][N:8]([C:10]2[N:19]=[CH:18][C:17]([C:20]([F:23])([F:22])[F:21])=[CH:16][C:11]=2[C:12]([O:14]C)=[O:13])[CH2:7]1)(=O)=O.[F:24][C:25]1[CH:26]=[C:27](O)[CH:28]=[CH:29][C:30]=1[F:31], predict the reaction product. The product is: [F:24][C:25]1[CH:26]=[C:27]([CH:28]=[CH:29][C:30]=1[F:31])[O:5][CH:6]1[CH2:9][N:8]([C:10]2[N:19]=[CH:18][C:17]([C:20]([F:23])([F:22])[F:21])=[CH:16][C:11]=2[C:12]([OH:14])=[O:13])[CH2:7]1. (4) Given the reactants [CH2:1]([O:8][C:9]1[CH:17]=[CH:16][CH:15]=[C:14]2[C:10]=1[CH:11]=[C:12]([C:18]([O:20][CH2:21][CH3:22])=[O:19])[NH:13]2)[C:2]1[CH:7]=[CH:6][CH:5]=[CH:4][CH:3]=1.[H-].[Na+].[CH2:25](I)[CH:26]([CH3:28])[CH3:27], predict the reaction product. The product is: [CH2:1]([O:8][C:9]1[CH:17]=[CH:16][CH:15]=[C:14]2[C:10]=1[CH:11]=[C:12]([C:18]([O:20][CH2:21][CH3:22])=[O:19])[N:13]2[CH2:25][CH:26]([CH3:28])[CH3:27])[C:2]1[CH:3]=[CH:4][CH:5]=[CH:6][CH:7]=1.